From a dataset of Forward reaction prediction with 1.9M reactions from USPTO patents (1976-2016). Predict the product of the given reaction. (1) Given the reactants [CH2:1]([O:8][C:9]([NH:11][CH2:12][CH2:13][S:14][CH2:15][C@H:16]([NH:27]C(OC(C)(C)C)=O)[C:17]([O:19][CH2:20][C:21]1[CH:26]=[CH:25][CH:24]=[CH:23][CH:22]=1)=[O:18])=[O:10])[C:2]1[CH:7]=[CH:6][CH:5]=[CH:4][CH:3]=1.FC(F)(F)C(O)=O, predict the reaction product. The product is: [NH2:27][C@@H:16]([CH2:15][S:14][CH2:13][CH2:12][NH:11][C:9]([O:8][CH2:1][C:2]1[CH:3]=[CH:4][CH:5]=[CH:6][CH:7]=1)=[O:10])[C:17]([O:19][CH2:20][C:21]1[CH:22]=[CH:23][CH:24]=[CH:25][CH:26]=1)=[O:18]. (2) Given the reactants Br[C:2]1[C:3]([CH3:22])=[C:4]([C:12]2[CH:17]=[CH:16][CH:15]=[C:14]([C:18]([F:21])([F:20])[F:19])[CH:13]=2)[C:5]2[N:6]([N:8]=[C:9]([NH2:11])[N:10]=2)[CH:7]=1.C([Sn](CCCC)(CCCC)[C:28]1[N:32]([C:33]2[CH:40]=[CH:39][C:36]([C:37]#[N:38])=[CH:35][CH:34]=2)[N:31]=[CH:30][CH:29]=1)CCC, predict the reaction product. The product is: [NH2:11][C:9]1[N:10]=[C:5]2[C:4]([C:12]3[CH:17]=[CH:16][CH:15]=[C:14]([C:18]([F:21])([F:20])[F:19])[CH:13]=3)=[C:3]([CH3:22])[C:2]([C:28]3[N:32]([C:33]4[CH:40]=[CH:39][C:36]([C:37]#[N:38])=[CH:35][CH:34]=4)[N:31]=[CH:30][CH:29]=3)=[CH:7][N:6]2[N:8]=1. (3) Given the reactants F[C:2]1[CH:9]=[CH:8][C:5]([C:6]#[N:7])=[CH:4][CH:3]=1.[NH2:10][CH2:11][CH2:12][OH:13].C(=O)([O-])[O-].[K+].[K+], predict the reaction product. The product is: [OH:13][CH2:12][CH2:11][NH:10][C:2]1[CH:9]=[CH:8][C:5]([C:6]#[N:7])=[CH:4][CH:3]=1.